This data is from Forward reaction prediction with 1.9M reactions from USPTO patents (1976-2016). The task is: Predict the product of the given reaction. (1) Given the reactants [Cl:1][C:2]1[S:6][C:5]([C:7]2[C:11]([C:12]3[CH:17]=[CH:16][N:15]=[C:14]([NH2:18])[CH:13]=3)=[CH:10][N:9]([CH:19]([CH3:21])[CH3:20])[N:8]=2)=[CH:4][CH:3]=1.C(N(CC)CC)C.[C:29](Cl)(=[O:31])[CH3:30].C1C[O:36][CH2:35][CH2:34]1, predict the reaction product. The product is: [C:29]([N:18]([C:14]1[CH:13]=[C:12]([C:11]2[C:7]([C:5]3[S:6][C:2]([Cl:1])=[CH:3][CH:4]=3)=[N:8][N:9]([CH:19]([CH3:21])[CH3:20])[CH:10]=2)[CH:17]=[CH:16][N:15]=1)[C:35](=[O:36])[CH3:34])(=[O:31])[CH3:30]. (2) Given the reactants [C:1]([CH:4]([CH2:15][C:16](=O)[C:17]1[CH:22]=[CH:21][CH:20]=[CH:19][CH:18]=1)[C:5]([O:7][CH2:8][C:9]1[CH:14]=[CH:13][CH:12]=[CH:11][CH:10]=1)=[O:6])(=O)[CH3:2].C([O-])(=O)C.[NH4+:28], predict the reaction product. The product is: [CH3:2][C:1]1[NH:28][C:16]([C:17]2[CH:22]=[CH:21][CH:20]=[CH:19][CH:18]=2)=[CH:15][C:4]=1[C:5]([O:7][CH2:8][C:9]1[CH:14]=[CH:13][CH:12]=[CH:11][CH:10]=1)=[O:6]. (3) Given the reactants [CH2:1]([N:8]1[CH2:13][C@H:12]([CH3:14])[NH:11][CH2:10][C@H:9]1[CH3:15])[C:2]1[CH:7]=[CH:6][CH:5]=[CH:4][CH:3]=1.CN(C)C.[C:20]([O:24][C:25](=O)[O:26]C(C)(C)C)([CH3:23])([CH3:22])[CH3:21].O, predict the reaction product. The product is: [CH2:1]([N:8]1[C@@H:9]([CH3:15])[CH2:10][N:11]([C:25]([O:24][C:20]([CH3:23])([CH3:22])[CH3:21])=[O:26])[C@H:12]([CH3:14])[CH2:13]1)[C:2]1[CH:7]=[CH:6][CH:5]=[CH:4][CH:3]=1.